From a dataset of Reaction yield outcomes from USPTO patents with 853,638 reactions. Predict the reaction yield, written as a fraction of the theoretical maximum amount of product (1.0 means a 100% yield; for example, 0.34 means a 34% yield). (1) The reactants are [Cl:1][C:2]1[CH:3]=[C:4]([C:9]2[S:10][CH:11]=[C:12]([CH:15]=O)[C:13]=2[OH:14])[CH:5]=[CH:6][C:7]=1[Cl:8].[NH:17]([C:19]([NH:21][C:22]1[CH:30]=[CH:29][C:25]([C:26]([OH:28])=[O:27])=[CH:24][CH:23]=1)=[S:20])[NH2:18].CN(C)C=O.Cl. The yield is 0.650. The catalyst is O. The product is [Cl:1][C:2]1[CH:3]=[C:4]([C:9]2[S:10][CH:11]=[C:12]([CH:15]=[N:18][NH:17][C:19]([NH:21][C:22]3[CH:30]=[CH:29][C:25]([C:26]([OH:28])=[O:27])=[CH:24][CH:23]=3)=[S:20])[C:13]=2[OH:14])[CH:5]=[CH:6][C:7]=1[Cl:8]. (2) The reactants are C([NH:4][C@H:5]([CH:9]([OH:20])[C:10]1[CH:15]=[CH:14][C:13]([C:16]([F:19])([F:18])[F:17])=[CH:12][CH:11]=1)[C:6]([OH:8])=[O:7])(=O)C.[OH-].[Na+].[CH3:35][C:34]([O:33][C:31](O[C:31]([O:33][C:34]([CH3:37])([CH3:36])[CH3:35])=[O:32])=[O:32])([CH3:37])[CH3:36]. The catalyst is Cl.CC(C)=O. The product is [C:34]([O:33][C:31]([NH:4][C@H:5]([CH:9]([OH:20])[C:10]1[CH:11]=[CH:12][C:13]([C:16]([F:17])([F:18])[F:19])=[CH:14][CH:15]=1)[C:6]([OH:8])=[O:7])=[O:32])([CH3:35])([CH3:36])[CH3:37]. The yield is 0.650. (3) The reactants are Br[C:2]1[S:14][C:13]2[C:12]3[CH:11]=[CH:10][CH:9]=[CH:8][C:7]=3[CH:6]([CH2:15][CH3:16])[N:5]([S:17]([C:20]3[CH:25]=[CH:24][C:23]([O:26][CH3:27])=[CH:22][CH:21]=3)(=[O:19])=[O:18])[C:4]=2[CH:3]=1.[S:28]1[CH:32]=[CH:31][C:30](B(O)O)=[CH:29]1.C(=O)([O-])[O-].[K+].[K+]. The catalyst is C(COC)OC.C(Cl)Cl.C1C=CC(P(C2C=CC=CC=2)[C-]2C=CC=C2)=CC=1.C1C=CC(P(C2C=CC=CC=2)[C-]2C=CC=C2)=CC=1.Cl[Pd]Cl.[Fe+2]. The product is [CH2:15]([CH:6]1[C:7]2[CH:8]=[CH:9][CH:10]=[CH:11][C:12]=2[C:13]2[S:14][C:2]([C:30]3[CH:31]=[CH:32][S:28][CH:29]=3)=[CH:3][C:4]=2[N:5]1[S:17]([C:20]1[CH:25]=[CH:24][C:23]([O:26][CH3:27])=[CH:22][CH:21]=1)(=[O:18])=[O:19])[CH3:16]. The yield is 0.710. (4) The reactants are [C:1]1([C:8]2[CH:13]=[CH:12][CH:11]=[CH:10][CH:9]=2)[C:2]([NH2:7])=[CH:3][CH:4]=[CH:5][CH:6]=1.P(=O)(O)(O)O.[N+]([O-])(O)=O.[N:23]([O-])=O.[Na+].C([O-])(=O)C.[K+].[C:32]([CH2:35][C:36](=[O:38])[CH3:37])(=[O:34])[CH3:33]. The catalyst is O.C(O)C. The product is [C:1]1([C:8]2[CH:9]=[CH:10][CH:11]=[CH:12][CH:13]=2)[CH:6]=[CH:5][CH:4]=[CH:3][C:2]=1[NH:7][N:23]=[C:35]([C:36](=[O:38])[CH3:37])[C:32](=[O:34])[CH3:33]. The yield is 0.510. (5) The reactants are Br[C:2]1[CH:3]=[C:4]([N+:9]([O-:11])=[O:10])[C:5]([CH3:8])=[N:6][CH:7]=1.[CH2:12]([N:15]([CH3:17])[CH3:16])[C:13]#[CH:14]. The catalyst is C(NCC)C.CCOC(C)=O.C([O-])([O-])=O.[Na+].[Na+].[Cu](I)I.Cl[Pd](Cl)([P](C1C=CC=CC=1)(C1C=CC=CC=1)C1C=CC=CC=1)[P](C1C=CC=CC=1)(C1C=CC=CC=1)C1C=CC=CC=1. The product is [CH3:16][N:15]([CH3:17])[CH2:12][C:13]#[C:14][C:2]1[CH:7]=[N:6][C:5]([CH3:8])=[C:4]([N+:9]([O-:11])=[O:10])[CH:3]=1. The yield is 0.910.